From a dataset of Forward reaction prediction with 1.9M reactions from USPTO patents (1976-2016). Predict the product of the given reaction. (1) The product is: [NH2:2][C:1]([C:3]1[CH:12]=[CH:11][C:6]([C:7]([O:9][CH3:10])=[O:8])=[CH:5][CH:4]=1)=[S:14]. Given the reactants [C:1]([C:3]1[CH:12]=[CH:11][C:6]([C:7]([O:9][CH3:10])=[O:8])=[CH:5][CH:4]=1)#[N:2].P(S)(OCC)(OCC)=[S:14], predict the reaction product. (2) Given the reactants C([O:4][C:5]1[CH:10]=[C:9]([C:11]#[N:12])[C:8](Br)=[C:7]([C:14]#[N:15])[C:6]=1[O:16]C(=O)C)(=O)C.[CH:20]([O:23][C:24]1[CH:29]=[CH:28][C:27](B(O)O)=[CH:26][CH:25]=1)([CH3:22])[CH3:21], predict the reaction product. The product is: [OH:16][C:6]1[C:5]([OH:4])=[CH:10][C:9]([C:11]#[N:12])=[C:8]([C:27]2[CH:28]=[CH:29][C:24]([O:23][CH:20]([CH3:22])[CH3:21])=[CH:25][CH:26]=2)[C:7]=1[C:14]#[N:15]. (3) Given the reactants [O:1]=[C:2]([NH:18][C:19]1[CH:24]=[CH:23][C:22]([NH:25][C:26]([C:28]2[CH:33]=[CH:32][CH:31]=[CH:30][C:29]=2[C:34]2[CH:39]=[CH:38][C:37]([C:40]([F:43])([F:42])[F:41])=[CH:36][CH:35]=2)=[O:27])=[CH:21][CH:20]=1)[CH2:3][C:4]1[N:9]=[C:8]([NH:10]C(=O)OC(C)(C)C)[CH:7]=[CH:6][CH:5]=1.FC(F)(F)C(O)=O, predict the reaction product. The product is: [NH2:10][C:8]1[N:9]=[C:4]([CH2:3][C:2]([NH:18][C:19]2[CH:20]=[CH:21][C:22]([NH:25][C:26]([C:28]3[C:29]([C:34]4[CH:35]=[CH:36][C:37]([C:40]([F:43])([F:41])[F:42])=[CH:38][CH:39]=4)=[CH:30][CH:31]=[CH:32][CH:33]=3)=[O:27])=[CH:23][CH:24]=2)=[O:1])[CH:5]=[CH:6][CH:7]=1.